This data is from Forward reaction prediction with 1.9M reactions from USPTO patents (1976-2016). The task is: Predict the product of the given reaction. Given the reactants [C:1]([C:4]1[CH:5]=[C:6]([C:10]2[S:11][C:12]([C:16]([OH:18])=O)=[C:13]([CH3:15])[N:14]=2)[CH:7]=[CH:8][CH:9]=1)(=[O:3])[CH3:2].[N:19]1[CH:24]=[CH:23][CH:22]=[CH:21][C:20]=1[CH2:25][NH:26][CH2:27][C:28]([O:30][CH3:31])=[O:29], predict the reaction product. The product is: [C:1]([C:4]1[CH:5]=[C:6]([C:10]2[S:11][C:12]([C:16]([N:26]([CH2:27][C:28]([O:30][CH3:31])=[O:29])[CH2:25][C:20]3[CH:21]=[CH:22][CH:23]=[CH:24][N:19]=3)=[O:18])=[C:13]([CH3:15])[N:14]=2)[CH:7]=[CH:8][CH:9]=1)(=[O:3])[CH3:2].